Dataset: Experimentally validated miRNA-target interactions with 360,000+ pairs, plus equal number of negative samples. Task: Binary Classification. Given a miRNA mature sequence and a target amino acid sequence, predict their likelihood of interaction. (1) The miRNA is mmu-miR-7b-5p with sequence UGGAAGACUUGUGAUUUUGUUGUU. The protein sequence of the target gene is MLKSRLRMFLNELKLLVLTGGGRPRAEPQPRGGGGGGCGWAPFAGCSARDGDGDEEEYYGSEPRARGLAGDKEPRAGPPPPPAPPPPPPGALDALSLSSSLDSGLRTPQCRICFQGPEQGELLSPCRCDGSVRCTHQPCLIRWISERGSWSCELCYFKYQVLAISTKNPLQWQAISLTVIEKVQIAAIVLGSLFLVASISWLIWSSLSPSAKWQRQDLLFQICYGMYGFMDVVCIGLIVHEGSSVYRIFKRWQAVNQQWKVLNYDKTKDVGGDTGGGAAGKPGPRTSRTSPPAGAPTRPP.... Result: 1 (interaction). (2) The miRNA is hsa-miR-93-3p with sequence ACUGCUGAGCUAGCACUUCCCG. The protein sequence of the target gene is MVPCWNHGNITRSKAEELLSRTGKDGSFLVRASESISRAYALCVLYRNCVYTYRILPNEDDKFTVQASEGVSMRFFTKLDQLIEFYKKENMGLVTHLQYPVPLEEEDTGDDPEEDTVESVVSPPELPPRNIPLTASSCEAKEVPFSNENPRATETSRPSLSETLFQRLQSMDTSGLPEEHLKAIQDYLSTQLAQDSEFVKTGSSSLPHLKKLTTLLCKELYGEVIRTLPSLESLQRLFDQQLSPGLRPRPQVPGEANPINMVSKLSQLTSLLSSIEDKVKALLHEGPESPHRPSLIPPVT.... Result: 1 (interaction).